Dataset: Forward reaction prediction with 1.9M reactions from USPTO patents (1976-2016). Task: Predict the product of the given reaction. The product is: [F:1][C:2]1[CH:3]=[C:4]([NH2:10])[C:5]([NH2:9])=[CH:6][C:7]=1[CH3:8]. Given the reactants [F:1][C:2]1[C:7]([CH3:8])=[CH:6][C:5]([NH2:9])=[C:4]([N+:10]([O-])=O)[CH:3]=1.[O-]S(S([O-])=O)=O.[Na+].[Na+].O, predict the reaction product.